From a dataset of Full USPTO retrosynthesis dataset with 1.9M reactions from patents (1976-2016). Predict the reactants needed to synthesize the given product. (1) The reactants are: Br[C:2]1[CH:10]=[CH:9][CH:8]=[CH:7][C:3]=1[C:4](Cl)=[O:5].[NH2:11][C:12]1[C:21]2[C:16](=[CH:17][CH:18]=[CH:19][CH:20]=2)[CH:15]=[CH:14][N:13]=1.C(N(CC)CC)C.C(=O)([O-])[O-].[Cs+].[Cs+]. Given the product [CH:17]1[CH:18]=[CH:19][CH:20]=[C:21]2[C:16]=1[CH:15]=[CH:14][N:13]1[C:2]3[C:3](=[CH:7][CH:8]=[CH:9][CH:10]=3)[C:4](=[O:5])[N:11]=[C:12]12, predict the reactants needed to synthesize it. (2) Given the product [CH2:33]([O:32][C:30](=[O:31])[CH2:29][C:26]1[CH:25]=[CH:24][C:23]([S:22][C:18]2[CH:19]=[CH:20][CH:21]=[C:16]([NH:15][CH2:9][CH2:8][CH2:7][C:1]3[CH:2]=[CH:3][CH:4]=[CH:5][CH:6]=3)[CH:17]=2)=[CH:28][CH:27]=1)[CH3:34], predict the reactants needed to synthesize it. The reactants are: [C:1]1([CH2:7][CH2:8][CH:9]=O)[CH:6]=[CH:5][CH:4]=[CH:3][CH:2]=1.C(O)(=O)C.[NH2:15][C:16]1[CH:17]=[C:18]([S:22][C:23]2[CH:28]=[CH:27][C:26]([CH2:29][C:30]([O:32][CH2:33][CH3:34])=[O:31])=[CH:25][CH:24]=2)[CH:19]=[CH:20][CH:21]=1.C([BH3-])#N.[Na+]. (3) Given the product [F:19][C:18]([F:21])([F:20])[C:15]1[CH:16]=[CH:17][C:12]([CH2:11][C:8]2[CH:9]=[CH:10][C:5]([O:4][C:2]([N:36]3[CH2:37][CH2:38][CH:33]([O:32][C:31]4[CH:30]=[CH:29][C:28]([CH2:27][C:26]5[NH:25][N:24]=[N:23][N:22]=5)=[CH:40][CH:39]=4)[CH2:34][CH2:35]3)=[O:3])=[CH:6][CH:7]=2)=[CH:13][CH:14]=1, predict the reactants needed to synthesize it. The reactants are: Cl[C:2]([O:4][C:5]1[CH:10]=[CH:9][C:8]([CH2:11][C:12]2[CH:17]=[CH:16][C:15]([C:18]([F:21])([F:20])[F:19])=[CH:14][CH:13]=2)=[CH:7][CH:6]=1)=[O:3].[NH:22]1[C:26]([CH2:27][C:28]2[CH:40]=[CH:39][C:31]([O:32][CH:33]3[CH2:38][CH2:37][NH:36][CH2:35][CH2:34]3)=[CH:30][CH:29]=2)=[N:25][N:24]=[N:23]1. (4) Given the product [CH2:15]([N:1]1[CH:5]=[C:4]([C:6]2[CH:7]=[N:8][CH:9]=[CH:10][CH:11]=2)[N:3]=[CH:2]1)[CH3:16], predict the reactants needed to synthesize it. The reactants are: [NH:1]1[CH:5]=[C:4]([C:6]2[CH:7]=[N:8][CH:9]=[CH:10][CH:11]=2)[N:3]=[CH:2]1.[H-].[Na+].I[CH2:15][CH3:16].Cl.